From a dataset of Full USPTO retrosynthesis dataset with 1.9M reactions from patents (1976-2016). Predict the reactants needed to synthesize the given product. (1) The reactants are: [CH3:1][O:2][CH2:3][CH2:4][C:5]1[CH:10]=[CH:9][CH:8]=[C:7]([CH2:11][O:12]C(C2C=CC=CC=2)(C2C=CC=CC=2)C2C=CC=CC=2)[N:6]=1.O1CCOCC1. Given the product [CH3:1][O:2][CH2:3][CH2:4][C:5]1[N:6]=[C:7]([CH2:11][OH:12])[CH:8]=[CH:9][CH:10]=1, predict the reactants needed to synthesize it. (2) Given the product [CH3:1][S:2]([O:9][CH2:8][CH:7]([CH3:6])[CH2:10][O:11][S:2]([CH3:1])(=[O:4])=[O:3])(=[O:4])=[O:3], predict the reactants needed to synthesize it. The reactants are: [CH3:1][S:2](Cl)(=[O:4])=[O:3].[CH3:6][CH:7]([CH2:10][OH:11])[CH2:8][OH:9].